Dataset: Full USPTO retrosynthesis dataset with 1.9M reactions from patents (1976-2016). Task: Predict the reactants needed to synthesize the given product. (1) Given the product [ClH:18].[ClH:18].[S:14]1[CH:15]=[C:11]([CH2:10][C@@H:9]2[CH2:16][S:7][C:6]([NH2:5])=[N:8]2)[N:12]=[CH:13]1, predict the reactants needed to synthesize it. The reactants are: C([NH:5][C:6]([NH:8][C@@H:9]([CH2:16]O)[CH2:10][C:11]1[N:12]=[CH:13][S:14][CH:15]=1)=[S:7])(C)(C)C.[ClH:18]. (2) Given the product [CH2:1]([O:3][C:4]([C:6]1[N:7]([CH2:22][C:23]2[CH:28]=[CH:27][CH:26]=[CH:25][CH:24]=2)[C:8](=[O:13])[CH:9]=[CH:10][C:11]=1[CH3:12])=[O:5])[CH3:2], predict the reactants needed to synthesize it. The reactants are: [CH2:1]([O:3][C:4]([C:6]1[NH:7][C:8](=[O:13])[CH:9]=[CH:10][C:11]=1[CH3:12])=[O:5])[CH3:2].C([O-])([O-])=O.[K+].[K+].[Li+].[Br-].[CH2:22](Br)[C:23]1[CH:28]=[CH:27][CH:26]=[CH:25][CH:24]=1. (3) Given the product [Cl:1][C:2]1[CH:7]=[CH:6][N:5]=[C:4]2[CH:8]=[C:9]([C:11]3[N:12]=[CH:16][N:19]([CH3:20])[CH:18]=3)[S:10][C:3]=12, predict the reactants needed to synthesize it. The reactants are: [Cl:1][C:2]1[CH:7]=[CH:6][N:5]=[C:4]2[CH:8]=[C:9]([C:11]3[N:12]([CH3:16])C=CN=3)[S:10][C:3]=12.Br[C:18]1[N:19]=[CH:20]N(C)C=1. (4) Given the product [O:46]1[CH2:51][CH2:50][O:49][CH2:48][CH:47]1[C:52]1[C:60]2[S:59][C:58]([NH:61][C:7](=[O:9])[C:6]3[CH:10]=[CH:11][N:12]=[C:4]([CH:1]([CH3:2])[CH3:3])[CH:5]=3)=[N:57][C:56]=2[C:55]([O:62][CH3:63])=[CH:54][CH:53]=1, predict the reactants needed to synthesize it. The reactants are: [CH:1]([C:4]1[CH:5]=[C:6]([CH:10]=[CH:11][N:12]=1)[C:7]([OH:9])=O)([CH3:3])[CH3:2].CN(C(ON1N=NC2C=CC=NC1=2)=[N+](C)C)C.F[P-](F)(F)(F)(F)F.C(N(C(C)C)C(C)C)C.[O:46]1[CH2:51][CH2:50][O:49][CH2:48][CH:47]1[C:52]1[C:60]2[S:59][C:58]([NH2:61])=[N:57][C:56]=2[C:55]([O:62][CH3:63])=[CH:54][CH:53]=1. (5) The reactants are: [CH2:1]([C@H:8]([CH2:12][C:13]([O:15]C(C)(C)C)=[O:14])[C:9]([OH:11])=O)[C:2]1[CH:7]=[CH:6][CH:5]=[CH:4][CH:3]=1.Br[C:21]1[N:22]=[CH:23][C:24]([NH2:27])=[N:25][CH:26]=1.[Cl:28][C:29]1[CH:34]=[CH:33][CH:32]=[CH:31][C:30]=1B(O)O. Given the product [CH2:1]([C@@H:8]([C:9]([NH:27][C:24]1[CH:23]=[N:22][C:21]([C:30]2[CH:31]=[CH:32][CH:33]=[CH:34][C:29]=2[Cl:28])=[CH:26][N:25]=1)=[O:11])[CH2:12][C:13]([OH:15])=[O:14])[C:2]1[CH:3]=[CH:4][CH:5]=[CH:6][CH:7]=1, predict the reactants needed to synthesize it. (6) Given the product [CH3:38][O:37][CH:34]([O:35][CH3:36])[CH2:29][C@H:26]1[CH2:25][CH2:24][C:23]2[S:22][C:21]3[N:20]=[CH:19][N:18]=[C:17]([O:16][CH:13]4[CH2:12][CH2:11][CH:10]([N:2]([CH3:1])[C:3](=[O:9])[O:4][C:5]([CH3:7])([CH3:6])[CH3:8])[CH2:15][CH2:14]4)[C:28]=3[C:27]1=2, predict the reactants needed to synthesize it. The reactants are: [CH3:1][N:2]([CH:10]1[CH2:15][CH2:14][CH:13]([O:16][C:17]2[C:28]3[C:27]4[C@@H:26]([CH2:29]C=O)[CH2:25][CH2:24][C:23]=4[S:22][C:21]=3[N:20]=[CH:19][N:18]=2)[CH2:12][CH2:11]1)[C:3](=[O:9])[O:4][C:5]([CH3:8])([CH3:7])[CH3:6].CO[CH:34]([O:37][CH3:38])[O:35][CH3:36].CC1C=CC(S(O)(=O)=O)=CC=1. (7) Given the product [F:22][C:23]1[CH:24]=[CH:25][C:26]([CH3:33])=[C:27]([S:29]([N:5]([CH2:1][CH:2]([CH3:4])[CH3:3])[CH2:6][C:7]2[S:8][C:9]([C:12]3[CH:17]=[CH:16][CH:15]=[C:14]([S:18]([CH3:21])(=[O:20])=[O:19])[CH:13]=3)=[CH:10][CH:11]=2)(=[O:31])=[O:30])[CH:28]=1, predict the reactants needed to synthesize it. The reactants are: [CH2:1]([NH:5][CH2:6][C:7]1[S:8][C:9]([C:12]2[CH:17]=[CH:16][CH:15]=[C:14]([S:18]([CH3:21])(=[O:20])=[O:19])[CH:13]=2)=[CH:10][CH:11]=1)[CH:2]([CH3:4])[CH3:3].[F:22][C:23]1[CH:24]=[CH:25][C:26]([CH3:33])=[C:27]([S:29](Cl)(=[O:31])=[O:30])[CH:28]=1.C(N(CC)C(C)C)(C)C. (8) Given the product [NH2:1][C:2]1[N:3]=[C:4]([NH:17][CH:18]2[CH2:23][CH2:22][N:21]([C:24]([C:25]3[CH:30]=[CH:29][CH:28]=[C:27]([N+:56]([O-:58])=[O:57])[CH:26]=3)=[O:32])[CH2:20][CH2:19]2)[S:5][C:6]=1[C:7]([C:9]1[C:14]([F:15])=[CH:13][CH:12]=[CH:11][C:10]=1[F:16])=[O:8], predict the reactants needed to synthesize it. The reactants are: [NH2:1][C:2]1[N:3]=[C:4]([NH:17][CH:18]2[CH2:23][CH2:22][N:21]([C:24](=[O:32])[C:25]3[CH:30]=[CH:29][C:28](I)=[CH:27][CH:26]=3)[CH2:20][CH2:19]2)[S:5][C:6]=1[C:7]([C:9]1[C:14]([F:15])=[CH:13][CH:12]=[CH:11][C:10]=1[F:16])=[O:8].NC1N=C(NC2CCNCC2)SC=1C(C1C(F)=CC=CC=1F)=O.[N+:56](C1C=C(C=CC=1)C(Cl)=O)([O-:58])=[O:57]. (9) Given the product [Br:21][CH2:22][CH2:23][CH2:24][C:14]([CH3:16])([CH3:15])[C:13]([O:18][CH2:19][CH3:20])=[O:17], predict the reactants needed to synthesize it. The reactants are: C(NC(C)C)(C)C.[Li]CCCC.[C:13]([O:18][CH2:19][CH3:20])(=[O:17])[CH:14]([CH3:16])[CH3:15].[Br:21][CH2:22][CH2:23][CH2:24]Br.[NH4+].[Cl-]. (10) Given the product [CH3:2][O:3][C:4](=[O:9])[C@H:5]([CH2:7][OH:8])[NH:6][C:17](=[O:35])[CH2:18][CH2:19][CH2:20][CH2:21][CH2:22][CH2:23][CH2:24][CH2:25][CH2:26][CH2:27][CH2:28][CH2:29][CH2:30][CH2:31][CH2:32][CH2:33][CH3:34], predict the reactants needed to synthesize it. The reactants are: Cl.[CH3:2][O:3][C:4](=[O:9])[C@H:5]([CH2:7][OH:8])[NH2:6].CN1CCOCC1.[C:17](O)(=[O:35])[CH2:18][CH2:19][CH2:20][CH2:21][CH2:22][CH2:23][CH2:24][CH2:25][CH2:26][CH2:27][CH2:28][CH2:29][CH2:30][CH2:31][CH2:32][CH2:33][CH3:34].ON1C2C=CC=CC=2N=N1.C1(N=C=NC2CCCCC2)CCCCC1.